Dataset: Forward reaction prediction with 1.9M reactions from USPTO patents (1976-2016). Task: Predict the product of the given reaction. (1) Given the reactants CC1(O)C(=[N:8][CH:9]([C:18]2[CH:19]=[N:20][CH:21]=[CH:22][CH:23]=2)[CH2:10][CH2:11][CH:12]2[CH2:17][CH2:16][O:15][CH2:14][CH2:13]2)CC2CC1C2(C)C.Cl.NO.C([O-])([O-])=O.[K+].[K+], predict the reaction product. The product is: [N:20]1[CH:21]=[CH:22][CH:23]=[C:18]([C@H:9]([NH2:8])[CH2:10][CH2:11][CH:12]2[CH2:13][CH2:14][O:15][CH2:16][CH2:17]2)[CH:19]=1. (2) Given the reactants Cl.[C:2]([N:5]([CH2:7][C:8]([OH:10])=[O:9])[CH3:6])(=O)C.N(CC(O)=O)C.C=O.[OH:19][PH:20]([OH:22])=[O:21].P(Cl)(Cl)Cl, predict the reaction product. The product is: [P:20]([CH2:2][N:5]([CH3:6])[CH2:7][C:8]([OH:10])=[O:9])([OH:22])([OH:21])=[O:19]. (3) Given the reactants Cl.[F:2][C:3]1[CH:8]=[CH:7][CH:6]=[CH:5][C:4]=1[C:9]1[CH:10]=[N:11][NH:12][CH:13]=1.CCN(C(C)C)C(C)C.Cl[C:24](Cl)([O:26]C(=O)OC(Cl)(Cl)Cl)Cl.Cl.[NH2:36][CH2:37][C:38]([N:40]1[CH2:45][CH2:44][N:43]([C:46](=[O:58])[C:47]2[CH:52]=[C:51]([F:53])[CH:50]=[CH:49][C:48]=2[C:54]([F:57])([F:56])[F:55])[CH2:42][CH2:41]1)=[O:39], predict the reaction product. The product is: [F:53][C:51]1[CH:50]=[CH:49][C:48]([C:54]([F:55])([F:57])[F:56])=[C:47]([CH:52]=1)[C:46]([N:43]1[CH2:42][CH2:41][N:40]([C:38](=[O:39])[CH2:37][NH:36][C:24]([N:12]2[CH:13]=[C:9]([C:4]3[CH:5]=[CH:6][CH:7]=[CH:8][C:3]=3[F:2])[CH:10]=[N:11]2)=[O:26])[CH2:45][CH2:44]1)=[O:58]. (4) The product is: [F:1][C:2]1[CH:7]=[CH:6][C:5]([C@H:8]([NH:10][C:11]([NH:13][C:14]2[N:19]=[CH:18][C:17]3[CH:20]=[N:21][NH:22][C:16]=3[CH:15]=2)=[O:12])[CH3:9])=[CH:4][CH:3]=1. Given the reactants [F:1][C:2]1[CH:7]=[CH:6][C:5]([C@H:8]([NH:10][C:11]([NH:13][C:14]2[N:19]=[CH:18][C:17]3[CH:20]=[N:21][N:22](C(C4C=CC=CC=4)(C4C=CC=CC=4)C4C=CC=CC=4)[C:16]=3[CH:15]=2)=[O:12])[CH3:9])=[CH:4][CH:3]=1.C(O)(C(F)(F)F)=O.C([SiH](CC)CC)C, predict the reaction product. (5) The product is: [Cl:11][C:9]1[CH:8]=[C:7]([O:13][CH3:12])[C:3]([C:4]#[N:6])=[CH:2][N:10]=1. Given the reactants Cl[C:2]1[N:10]=[C:9]([Cl:11])[CH:8]=[CH:7][C:3]=1[C:4]([NH2:6])=O.[CH3:12][O-:13].[Na+].Cl, predict the reaction product. (6) Given the reactants [NH2:1][N:2]1[N:11]=[C:10]([S:12][C:13]2[CH:18]=[CH:17][CH:16]=[CH:15][CH:14]=2)[C:9]2[C:4](=[CH:5][CH:6]=[CH:7][CH:8]=2)[C:3]1=[O:19].[Cl:20][C:21]1[CH:26]=[CH:25][C:24]([CH2:27][C:28](Cl)=[O:29])=[CH:23][CH:22]=1, predict the reaction product. The product is: [Cl:20][C:21]1[CH:26]=[CH:25][C:24]([CH2:27][C:28]([NH:1][N:2]2[N:11]=[C:10]([S:12][C:13]3[CH:14]=[CH:15][CH:16]=[CH:17][CH:18]=3)[C:9]3[C:4](=[CH:5][CH:6]=[CH:7][CH:8]=3)[C:3]2=[O:19])=[O:29])=[CH:23][CH:22]=1. (7) Given the reactants [N:1]1[CH:6]=[CH:5][CH:4]=[C:3]([S:7][CH2:8][C:9]2[CH:17]=[CH:16][C:12](C(O)=O)=[C:11]([C:18]3[CH:23]=[CH:22][CH:21]=[CH:20][C:19]=3[CH3:24])[CH:10]=2)[CH:2]=1.N[C@H](C(O)=O)CCSC.Cl.C[O:36][C:37](=[O:59])[C@H:38]([CH2:55][CH2:56][S:57][CH3:58])[NH:39][C:40](=[O:54])C1C=CC(N)=CC=1C1C=CC=CC=1.N, predict the reaction product. The product is: [N:1]1[CH:6]=[CH:5][CH:4]=[C:3]([S:7][CH2:8][C:9]2[CH:17]=[CH:16][C:12]([C:40]([NH:39][C@H:38]([C:37]([OH:59])=[O:36])[CH2:55][CH2:56][S:57][CH3:58])=[O:54])=[C:11]([C:18]3[CH:23]=[CH:22][CH:21]=[CH:20][C:19]=3[CH3:24])[CH:10]=2)[CH:2]=1.